Dataset: Reaction yield outcomes from USPTO patents with 853,638 reactions. Task: Predict the reaction yield, written as a fraction of the theoretical maximum amount of product (1.0 means a 100% yield; for example, 0.34 means a 34% yield). (1) The reactants are C[O-].[Na+].[CH:4](OCC)=[O:5].[CH3:9][O:10][C:11]1[CH:12]=[C:13]2[C:17](=[CH:18][CH:19]=1)[C:16](=[O:20])[CH2:15][CH2:14]2.Cl. The catalyst is C1COCC1. The product is [OH:5][CH:4]=[C:15]1[CH2:14][C:13]2[C:17](=[CH:18][CH:19]=[C:11]([O:10][CH3:9])[CH:12]=2)[C:16]1=[O:20]. The yield is 0.690. (2) The reactants are [C:1]([C:3]1[C:11]2[C:6](=[CH:7][C:8]([O:12]CC)=[CH:9][CH:10]=2)[N:5]([CH2:15][CH3:16])[C:4]=1[C:17]1[CH:22]=[CH:21][C:20]([NH:23][C:24]([CH:26]2[CH2:28][CH2:27]2)=[O:25])=[CH:19][CH:18]=1)#[N:2].B(Br)(Br)Br.C([O-])(O)=O.[Na+]. The catalyst is C(Cl)Cl. The product is [C:1]([C:3]1[C:11]2[C:6](=[CH:7][C:8]([OH:12])=[CH:9][CH:10]=2)[N:5]([CH2:15][CH3:16])[C:4]=1[C:17]1[CH:22]=[CH:21][C:20]([NH:23][C:24]([CH:26]2[CH2:28][CH2:27]2)=[O:25])=[CH:19][CH:18]=1)#[N:2]. The yield is 0.910. (3) The reactants are Br[C:2]1[C:17]([O:18][CH2:19][C@@H:20]([NH:25][C:26](=[O:32])[O:27][C:28]([CH3:31])([CH3:30])[CH3:29])[CH2:21][CH:22]([CH3:24])[CH3:23])=[CH:16][C:5]2[N:6]([CH3:15])[C:7](=[O:14])[C:8]3[C:13]([C:4]=2[CH:3]=1)=[CH:12][CH:11]=[N:10][CH:9]=3.B1(C=C)OB([CH:39]=[CH2:40])OB(C=C)O1.C1C=CN=CC=1.C([O-])([O-])=O.[Na+].[Na+].C(O)C. The catalyst is C1(C)C=CC=CC=1.C1C=CC([P]([Pd]([P](C2C=CC=CC=2)(C2C=CC=CC=2)C2C=CC=CC=2)([P](C2C=CC=CC=2)(C2C=CC=CC=2)C2C=CC=CC=2)[P](C2C=CC=CC=2)(C2C=CC=CC=2)C2C=CC=CC=2)(C2C=CC=CC=2)C2C=CC=CC=2)=CC=1. The product is [C:28]([O:27][C:26](=[O:32])[NH:25][C@@H:20]([CH2:21][CH:22]([CH3:24])[CH3:23])[CH2:19][O:18][C:17]1[C:2]([CH:39]=[CH2:40])=[CH:3][C:4]2[C:13]3[C:8](=[CH:9][N:10]=[CH:11][CH:12]=3)[C:7](=[O:14])[N:6]([CH3:15])[C:5]=2[CH:16]=1)([CH3:31])([CH3:30])[CH3:29]. The yield is 0.340.